This data is from NCI-60 drug combinations with 297,098 pairs across 59 cell lines. The task is: Regression. Given two drug SMILES strings and cell line genomic features, predict the synergy score measuring deviation from expected non-interaction effect. (1) Drug 2: C1CC(=O)NC(=O)C1N2C(=O)C3=CC=CC=C3C2=O. Drug 1: C1=NNC2=C1C(=O)NC=N2. Cell line: HOP-62. Synergy scores: CSS=2.96, Synergy_ZIP=1.59, Synergy_Bliss=-7.15, Synergy_Loewe=-2.99, Synergy_HSA=-5.86. (2) Drug 1: CC1=C(C(=CC=C1)Cl)NC(=O)C2=CN=C(S2)NC3=CC(=NC(=N3)C)N4CCN(CC4)CCO. Drug 2: C1CC(=O)NC(=O)C1N2C(=O)C3=CC=CC=C3C2=O. Cell line: HCT116. Synergy scores: CSS=2.86, Synergy_ZIP=-3.51, Synergy_Bliss=-2.34, Synergy_Loewe=-26.5, Synergy_HSA=-5.01. (3) Drug 1: C1C(C(OC1N2C=C(C(=O)NC2=O)F)CO)O. Drug 2: C1=NNC2=C1C(=O)NC=N2. Cell line: MOLT-4. Synergy scores: CSS=67.0, Synergy_ZIP=-3.85, Synergy_Bliss=-5.67, Synergy_Loewe=-63.7, Synergy_HSA=-4.05. (4) Drug 1: CCC(=C(C1=CC=CC=C1)C2=CC=C(C=C2)OCCN(C)C)C3=CC=CC=C3.C(C(=O)O)C(CC(=O)O)(C(=O)O)O. Drug 2: C1=NC2=C(N1)C(=S)N=CN2. Cell line: LOX IMVI. Synergy scores: CSS=32.0, Synergy_ZIP=2.78, Synergy_Bliss=3.45, Synergy_Loewe=-41.9, Synergy_HSA=0.488. (5) Drug 1: CNC(=O)C1=CC=CC=C1SC2=CC3=C(C=C2)C(=NN3)C=CC4=CC=CC=N4. Drug 2: CC1=C(C(=O)C2=C(C1=O)N3CC4C(C3(C2COC(=O)N)OC)N4)N. Cell line: UACC-257. Synergy scores: CSS=11.7, Synergy_ZIP=-3.02, Synergy_Bliss=1.75, Synergy_Loewe=-1.97, Synergy_HSA=1.16. (6) Synergy scores: CSS=16.8, Synergy_ZIP=-7.98, Synergy_Bliss=-1.69, Synergy_Loewe=-4.13, Synergy_HSA=-0.829. Drug 2: CCC1(C2=C(COC1=O)C(=O)N3CC4=CC5=C(C=CC(=C5CN(C)C)O)N=C4C3=C2)O.Cl. Cell line: MALME-3M. Drug 1: C1CN(CCN1C(=O)CCBr)C(=O)CCBr. (7) Drug 1: CC1=C(C=C(C=C1)NC(=O)C2=CC=C(C=C2)CN3CCN(CC3)C)NC4=NC=CC(=N4)C5=CN=CC=C5. Drug 2: C1=CC=C(C(=C1)C(C2=CC=C(C=C2)Cl)C(Cl)Cl)Cl. Cell line: UO-31. Synergy scores: CSS=-5.14, Synergy_ZIP=0.944, Synergy_Bliss=-3.40, Synergy_Loewe=-6.48, Synergy_HSA=-6.03. (8) Drug 1: C1CCC(CC1)NC(=O)N(CCCl)N=O. Drug 2: CCCCC(=O)OCC(=O)C1(CC(C2=C(C1)C(=C3C(=C2O)C(=O)C4=C(C3=O)C=CC=C4OC)O)OC5CC(C(C(O5)C)O)NC(=O)C(F)(F)F)O. Cell line: NCI-H322M. Synergy scores: CSS=6.54, Synergy_ZIP=-2.17, Synergy_Bliss=0.655, Synergy_Loewe=0.946, Synergy_HSA=0.964.